Task: Predict the reactants needed to synthesize the given product.. Dataset: Full USPTO retrosynthesis dataset with 1.9M reactions from patents (1976-2016) (1) Given the product [Br:1][C:2]1[CH:3]=[CH:4][C:5]([N:8]2[CH2:9][CH2:10][N:11]([C:15]([O:17][C:18]([CH3:21])([CH3:20])[CH3:19])=[O:14])[CH2:12][CH2:13]2)=[N:6][CH:7]=1, predict the reactants needed to synthesize it. The reactants are: [Br:1][C:2]1[CH:3]=[CH:4][C:5]([N:8]2[CH2:13][CH2:12][NH:11][CH2:10][CH2:9]2)=[N:6][CH:7]=1.[O:14](C(OC(C)(C)C)=O)[C:15]([O:17][C:18]([CH3:21])([CH3:20])[CH3:19])=O. (2) Given the product [CH3:22][NH:21][C:19](=[O:20])[C:18]([CH3:24])([N:15]1[CH2:16][CH2:17][N:12]([CH2:11][C:9]2[S:10][C:5]3[C:4]([N:25]4[CH2:30][CH2:29][O:28][CH2:27][CH2:26]4)=[N:3][C:2]([C:35]4[CH:34]=[N:33][C:32]([CH3:31])=[CH:37][CH:36]=4)=[N:7][C:6]=3[CH:8]=2)[CH2:13][CH2:14]1)[CH3:23], predict the reactants needed to synthesize it. The reactants are: Cl[C:2]1[N:3]=[C:4]([N:25]2[CH2:30][CH2:29][O:28][CH2:27][CH2:26]2)[C:5]2[S:10][C:9]([CH2:11][N:12]3[CH2:17][CH2:16][N:15]([C:18]([CH3:24])([CH3:23])[C:19]([NH:21][CH3:22])=[O:20])[CH2:14][CH2:13]3)=[CH:8][C:6]=2[N:7]=1.[CH3:31][C:32]1[CH:37]=[CH:36][C:35](B2OC(C)(C)C(C)(C)O2)=[CH:34][N:33]=1. (3) Given the product [C:16]([CH:15]1[CH2:2][CH:14]1[C:9]([CH3:19])([CH3:8])[C:10]([O:12][CH3:13])=[O:11])(=[O:18])[CH3:17], predict the reactants needed to synthesize it. The reactants are: [I-].[CH3:2]C(C)([O-])C.[K+].[CH3:8][C:9]([CH3:19])(/[CH:14]=[CH:15]/[C:16](=[O:18])[CH3:17])[C:10]([O:12][CH3:13])=[O:11]. (4) Given the product [CH:22]1([C:20]2[NH:19][N:18]=[C:17]([NH:16][C:4]3[N:3]=[C:2]([C:25]([CH3:27])=[CH2:26])[C:11]4[C:6]([CH:5]=3)=[CH:7][C:8]([O:14][CH3:15])=[C:9]([O:12][CH3:13])[CH:10]=4)[CH:21]=2)[CH2:24][CH2:23]1, predict the reactants needed to synthesize it. The reactants are: Cl[C:2]1[C:11]2[C:6](=[CH:7][C:8]([O:14][CH3:15])=[C:9]([O:12][CH3:13])[CH:10]=2)[CH:5]=[C:4]([NH:16][C:17]2[CH:21]=[C:20]([CH:22]3[CH2:24][CH2:23]3)[NH:19][N:18]=2)[N:3]=1.[C:25](B1OC(C)(C)C(C)(C)O1)([CH3:27])=[CH2:26]. (5) Given the product [CH2:1]([C:4]1[N:8]([CH2:9][C:10]([NH:18][C@@H:19]([CH2:31][C:32]2[CH:37]=[CH:36][CH:35]=[C:34]([Br:38])[CH:33]=2)[C:20]([N:22]([C:24]2[CH:25]=[CH:26][C:27]([Cl:30])=[CH:28][CH:29]=2)[CH3:23])=[O:21])=[O:12])[N:7]=[C:6]([C:14]([F:17])([F:16])[F:15])[CH:5]=1)[CH:2]=[CH2:3], predict the reactants needed to synthesize it. The reactants are: [CH2:1]([C:4]1[N:8]([CH2:9][C:10]([O:12]C)=O)[N:7]=[C:6]([C:14]([F:17])([F:16])[F:15])[CH:5]=1)[CH:2]=[CH2:3].[NH2:18][C@@H:19]([CH2:31][C:32]1[CH:37]=[CH:36][CH:35]=[C:34]([Br:38])[CH:33]=1)[C:20]([N:22]([C:24]1[CH:29]=[CH:28][C:27]([Cl:30])=[CH:26][CH:25]=1)[CH3:23])=[O:21].CN(C(ON1N=NC2C=CC=NC1=2)=[N+](C)C)C.F[P-](F)(F)(F)(F)F.CCN(C(C)C)C(C)C. (6) Given the product [Cl:1][C:2]1[N:7]=[C:6]([C:8]([NH2:10])=[O:9])[CH:5]=[C:4]([N:15]2[CH2:16][CH2:17][CH:14]2[CH3:13])[N:3]=1, predict the reactants needed to synthesize it. The reactants are: [Cl:1][C:2]1[N:7]=[C:6]([C:8]([NH2:10])=[O:9])[CH:5]=[C:4](Cl)[N:3]=1.Cl.[CH3:13][CH:14]1[CH2:17][CH2:16][NH:15]1. (7) Given the product [C:1]([C:3]1[CH:4]=[CH:5][C:6]([C:9]2[N:13]3[N:14]=[C:15]([C:18]4[CH:26]=[CH:25][C:21]([C:22]([N:60]5[CH2:61][CH2:62][C:57]6([N:52]([C:63]([O:65][C:66]([CH3:69])([CH3:68])[CH3:67])=[O:64])[CH2:53][CH2:54][CH2:55][CH2:56]6)[CH2:58][CH2:59]5)=[O:23])=[CH:20][CH:19]=4)[CH:16]=[CH:17][C:12]3=[N:11][CH:10]=2)=[CH:7][CH:8]=1)#[N:2], predict the reactants needed to synthesize it. The reactants are: [C:1]([C:3]1[CH:8]=[CH:7][C:6]([C:9]2[N:13]3[N:14]=[C:15]([C:18]4[CH:26]=[CH:25][C:21]([C:22](O)=[O:23])=[CH:20][CH:19]=4)[CH:16]=[CH:17][C:12]3=[N:11][CH:10]=2)=[CH:5][CH:4]=1)#[N:2].CN(C(ON1N=NC2C=CC=NC1=2)=[N+](C)C)C.F[P-](F)(F)(F)(F)F.Cl.[N:52]1([C:63]([O:65][C:66]([CH3:69])([CH3:68])[CH3:67])=[O:64])[C:57]2([CH2:62][CH2:61][NH:60][CH2:59][CH2:58]2)[CH2:56][CH2:55][CH2:54][CH2:53]1.CN1CCOCC1. (8) Given the product [CH2:1]([N:8]1[CH2:23][CH2:22][N:11]2[C:12](=[O:21])[C:13]3[CH:14]=[C:15]([CH:20]=[CH2:24])[CH:16]=[CH:17][C:18]=3[CH2:19][C@@H:10]2[CH2:9]1)[C:2]1[CH:7]=[CH:6][CH:5]=[CH:4][CH:3]=1, predict the reactants needed to synthesize it. The reactants are: [CH2:1]([N:8]1[CH2:23][CH2:22][N:11]2[C:12](=[O:21])[C:13]3[CH:14]=[C:15]([CH3:20])[CH:16]=[CH:17][C:18]=3[CH2:19][C@@H:10]2[CH2:9]1)[C:2]1[CH:7]=[CH:6][CH:5]=[CH:4][CH:3]=1.[CH2:24]([Sn](CCCC)(CCCC)C=C)CCC.[Li+].[Cl-].